From a dataset of Full USPTO retrosynthesis dataset with 1.9M reactions from patents (1976-2016). Predict the reactants needed to synthesize the given product. Given the product [CH3:58][O:57][C:55](=[O:56])[NH:54][CH:50]([CH:49]([O:48][CH3:47])[CH3:59])[C:9]([N:7]1[CH2:8][CH:4]([CH2:3][O:2][CH3:1])[CH2:5][CH:6]1[C:16]1[NH:20][C:19]2[C:21]3[C:26]([CH:27]=[CH:28][C:18]=2[N:17]=1)=[CH:25][C:24]1[C:29]2[C:34]([CH2:35][O:36][C:23]=1[CH:22]=3)=[CH:33][C:32]([B:37]1[O:38][C:39]([CH3:44])([CH3:45])[C:40]([CH3:43])([CH3:42])[O:41]1)=[CH:31][CH:30]=2)=[O:10], predict the reactants needed to synthesize it. The reactants are: [CH3:1][O:2][CH2:3][CH:4]1[CH2:8][N:7]([C:9](OC(C)(C)C)=[O:10])[CH:6]([C:16]2[NH:20][C:19]3[C:21]4[C:26]([CH:27]=[CH:28][C:18]=3[N:17]=2)=[CH:25][C:24]2[C:29]3[C:34]([CH2:35][O:36][C:23]=2[CH:22]=4)=[CH:33][C:32]([B:37]2[O:41][C:40]([CH3:43])([CH3:42])[C:39]([CH3:45])([CH3:44])[O:38]2)=[CH:31][CH:30]=3)[CH2:5]1.Cl.[CH3:47][O:48][C@H:49]([CH3:59])[C@H:50]([NH:54][C:55]([O:57][CH3:58])=[O:56])C(O)=O.CN(C(ON1N=NC2C=CC=NC1=2)=[N+](C)C)C.F[P-](F)(F)(F)(F)F.CCN(C(C)C)C(C)C.